Dataset: Reaction yield outcomes from USPTO patents with 853,638 reactions. Task: Predict the reaction yield, written as a fraction of the theoretical maximum amount of product (1.0 means a 100% yield; for example, 0.34 means a 34% yield). (1) The yield is 0.510. The product is [Cl:17][CH2:18][C:19]([C:2]1[CH:7]=[CH:6][CH:5]=[C:4]([Cl:8])[C:3]=1[F:9])([OH:20])[CH2:21][Cl:22]. The reactants are Br[C:2]1[CH:7]=[CH:6][CH:5]=[C:4]([Cl:8])[C:3]=1[F:9].C([Li])CCCCC.[Cl:17][CH2:18][C:19]([CH2:21][Cl:22])=[O:20].[Cl-].[NH4+]. The catalyst is C(OCC)C. (2) The reactants are [NH2:1][CH2:2][C@@H:3]1[C@H:7]([OH:8])[CH2:6][N:5]([CH2:9][CH2:10][N:11]2[C:20]3[C:15](=[N:16][CH:17]=[C:18]([F:21])[CH:19]=3)[CH:14]=[CH:13][C:12]2=[O:22])[CH2:4]1.[Cl:23][C:24]1[C:33]([CH:34]=O)=[N:32][C:31]2[NH:30][C:29](=[O:36])[CH2:28][O:27][C:26]=2[CH:25]=1.C(=O)([O-])[O-].[Na+].[Na+].C(O[BH-](OC(=O)C)OC(=O)C)(=O)C.[Na+]. The catalyst is C(Cl)Cl.CO. The product is [ClH:23].[Cl:23][C:24]1[C:33]([CH2:34][NH:1][CH2:2][C@@H:3]2[C@H:7]([OH:8])[CH2:6][N:5]([CH2:9][CH2:10][N:11]3[C:20]4[C:15](=[N:16][CH:17]=[C:18]([F:21])[CH:19]=4)[CH:14]=[CH:13][C:12]3=[O:22])[CH2:4]2)=[N:32][C:31]2[NH:30][C:29](=[O:36])[CH2:28][O:27][C:26]=2[CH:25]=1. The yield is 0.430. (3) The reactants are [S:1]1[CH:5]=[CH:4][CH:3]=[C:2]1[S:6]([NH:9][C:10]1[CH:11]=[C:12]([CH3:25])[C:13]([CH3:24])=[C:14]2[C:18]=1[NH:17][C:16]([C:19]([O:21][CH2:22][CH3:23])=[O:20])=[CH:15]2)(=[O:8])=[O:7].C(=O)([O-])[O-].[K+].[K+].CN(C)C=O.[CH2:37](I)[CH3:38]. The catalyst is C(OCC)(=O)C. The product is [CH2:37]([N:9]([S:6]([C:2]1[S:1][CH:5]=[CH:4][CH:3]=1)(=[O:7])=[O:8])[C:10]1[CH:11]=[C:12]([CH3:25])[C:13]([CH3:24])=[C:14]2[C:18]=1[NH:17][C:16]([C:19]([O:21][CH2:22][CH3:23])=[O:20])=[CH:15]2)[CH3:38]. The yield is 0.670.